This data is from Aqueous solubility values for 9,982 compounds from the AqSolDB database. The task is: Regression/Classification. Given a drug SMILES string, predict its absorption, distribution, metabolism, or excretion properties. Task type varies by dataset: regression for continuous measurements (e.g., permeability, clearance, half-life) or binary classification for categorical outcomes (e.g., BBB penetration, CYP inhibition). For this dataset (solubility_aqsoldb), we predict Y. (1) The compound is CCc1ccc(CC)cc1. The Y is -3.75 log mol/L. (2) The compound is CCI. The Y is -1.60 log mol/L.